Dataset: Forward reaction prediction with 1.9M reactions from USPTO patents (1976-2016). Task: Predict the product of the given reaction. Given the reactants CO[C:3](=[O:15])[C:4]1[CH:9]=[C:8]([OH:10])[CH:7]=[C:6](OCOC)[CH:5]=1.I[C:17]1[CH:18]=[N:19][CH:20]=[CH:21][CH:22]=1.[O:23]([CH2:31][C@H:32]([OH:34])[CH3:33])[Si](C(C)(C)C)(C)C.[NH2:35][C:36]1[CH:40]=[CH:39][N:38]([CH3:41])[N:37]=1, predict the reaction product. The product is: [OH:23][CH2:31][CH:32]([CH3:33])[O:34][C:6]1[CH:7]=[C:8]([O:10][C:17]2[CH:18]=[N:19][CH:20]=[CH:21][CH:22]=2)[CH:9]=[C:4]([CH:5]=1)[C:3]([NH:35][C:36]1[CH:40]=[CH:39][N:38]([CH3:41])[N:37]=1)=[O:15].